Dataset: Peptide-MHC class I binding affinity with 185,985 pairs from IEDB/IMGT. Task: Regression. Given a peptide amino acid sequence and an MHC pseudo amino acid sequence, predict their binding affinity value. This is MHC class I binding data. (1) The peptide sequence is TTNFASKSA. The MHC is Patr-A0301 with pseudo-sequence Patr-A0301. The binding affinity (normalized) is 0. (2) The binding affinity (normalized) is 0.295. The MHC is HLA-A68:02 with pseudo-sequence HLA-A68:02. The peptide sequence is KLEGDSTDL. (3) The peptide sequence is SFFQEIPVFL. The MHC is HLA-A03:01 with pseudo-sequence HLA-A03:01. The binding affinity (normalized) is 0. (4) The peptide sequence is RLFTKVKPLL. The MHC is HLA-A02:06 with pseudo-sequence HLA-A02:06. The binding affinity (normalized) is 0.233.